From a dataset of Catalyst prediction with 721,799 reactions and 888 catalyst types from USPTO. Predict which catalyst facilitates the given reaction. (1) Product: [CH3:1][O:2][C:3](=[O:10])[CH2:4][CH:5]([NH:9][C:25]([O:24][C:21]([CH3:23])([CH3:22])[CH3:20])=[O:26])[C:6]([OH:8])=[O:7]. Reactant: [CH3:1][O:2][C:3](=[O:10])[CH2:4][CH:5]([NH2:9])[C:6]([OH:8])=[O:7].C([O-])([O-])=O.[Na+].[Na+].C(=O)=O.[CH3:20][C:21]([O:24][C:25](O[C:25]([O:24][C:21]([CH3:23])([CH3:22])[CH3:20])=[O:26])=[O:26])([CH3:23])[CH3:22]. The catalyst class is: 38. (2) Reactant: [CH2:1]([N:3]1[CH:7]=[C:6]([S:8](Cl)(=[O:10])=[O:9])[C:5]([CH3:12])=[N:4]1)[CH3:2].[OH-].[NH4+:14].O. Product: [CH2:1]([N:3]1[CH:7]=[C:6]([S:8]([NH2:14])(=[O:10])=[O:9])[C:5]([CH3:12])=[N:4]1)[CH3:2]. The catalyst class is: 7. (3) Reactant: FC(F)(F)C(O)=O.[F:8][C:9]1[CH:10]=[C:11]([CH:25]=[CH:26][CH:27]=1)[CH2:12][C@@H:13]1[CH2:17][CH2:16][N:15](C(OC(C)(C)C)=O)[CH2:14]1. Product: [F:8][C:9]1[CH:10]=[C:11]([CH:25]=[CH:26][CH:27]=1)[CH2:12][C@@H:13]1[CH2:17][CH2:16][NH:15][CH2:14]1. The catalyst class is: 2. (4) Reactant: [N+:1]([C:4]1[CH:5]=[C:6]([C:13]([OH:15])=[O:14])[CH:7]=[C:8]([CH:12]=1)[C:9]([OH:11])=[O:10])([O-])=O.[CH2:16]([N:18]([CH2:23][CH3:24])[CH2:19][CH2:20][CH2:21][NH-:22])[CH3:17].[Cl-].[NH4+].C(O)(C)C. Product: [NH2:1][C:4]1[CH:5]=[C:6]([C:13]([OH:15])=[O:14])[CH:7]=[C:8]([CH:12]=1)[C:9]([OH:11])=[O:10].[CH2:16]([N:18]([CH2:23][CH3:24])[CH2:19][CH2:20][CH2:21][NH-:22])[CH3:17]. The catalyst class is: 6. (5) Reactant: [S:1]([OH:5])([OH:4])(=[O:3])=[O:2].[CH3:6][O:7][C:8](=[O:18])[CH2:9][N:10]1[CH:14]=[C:13]([CH2:15][CH2:16][NH2:17])[N:12]=[CH:11]1.[CH:19]1(O)[CH2:24][CH2:23]C[CH2:21][CH2:20]1. Product: [S:1]([OH:5])([OH:4])(=[O:3])=[O:2].[CH:6]1([O:7][C:8](=[O:18])[CH2:9][N:10]2[CH:14]=[C:13]([CH2:15][CH2:16][NH2:17])[N:12]=[CH:11]2)[CH2:23][CH2:24][CH2:19][CH2:20][CH2:21]1. The catalyst class is: 65. (6) Product: [NH2:26][C:25]1[N:24]=[CH:23][N:22]=[C:21]2[N:17]([CH:15]([C:9]3[C:8]([O:28][CH3:29])=[C:7]([CH:5]4[CH2:4][N:3]([CH2:46][CH2:45][OH:44])[CH2:6]4)[C:12]([F:13])=[C:11]([Cl:14])[CH:10]=3)[CH3:16])[N:18]=[C:19]([CH3:27])[C:20]=12. The catalyst class is: 5. Reactant: Cl.Cl.[NH:3]1[CH2:6][CH:5]([C:7]2[C:8]([O:28][CH3:29])=[C:9]([CH:15]([N:17]3[C:21]4=[N:22][CH:23]=[N:24][C:25]([NH2:26])=[C:20]4[C:19]([CH3:27])=[N:18]3)[CH3:16])[CH:10]=[C:11]([Cl:14])[C:12]=2[F:13])[CH2:4]1.C(N(CC)CC)C.[Si]([O:44][CH2:45][CH:46]=O)(C(C)(C)C)(C)C.C(O[BH-](OC(=O)C)OC(=O)C)(=O)C.[Na+].Cl.O. (7) Reactant: [Cl:1][C:2]1[CH:7]=[CH:6][N:5]=[C:4]([C:8]([OH:10])=O)[CH:3]=1.Cl.CN.O.O[N:16]1[C:20]2C=CC=CC=2N=N1.Cl.C(N=C=NCCCN(C)C)C.C(=O)([O-])O.[Na+]. Product: [CH3:20][NH:16][C:8](=[O:10])[C:4]1[CH:3]=[C:2]([Cl:1])[CH:7]=[CH:6][N:5]=1. The catalyst class is: 1. (8) Reactant: [N:1]([C@H:4]1[CH2:13][CH2:12][CH2:11][C:10]2[C:9]([C:14]#[N:15])=[CH:8][CH:7]=[CH:6][C:5]1=2)=[N+]=[N-].[CH3:16][C:17]([O:20][C:21](O[C:21]([O:20][C:17]([CH3:19])([CH3:18])[CH3:16])=[O:22])=[O:22])([CH3:19])[CH3:18].CCN(CC)CC. Product: [C:14]([C:9]1[CH:8]=[CH:7][CH:6]=[C:5]2[C:10]=1[CH2:11][CH2:12][CH2:13][C@@H:4]2[NH:1][C:21](=[O:22])[O:20][C:17]([CH3:19])([CH3:18])[CH3:16])#[N:15]. The catalyst class is: 19.